This data is from Reaction yield outcomes from USPTO patents with 853,638 reactions. The task is: Predict the reaction yield, written as a fraction of the theoretical maximum amount of product (1.0 means a 100% yield; for example, 0.34 means a 34% yield). The reactants are [F:1][C:2]1[CH:10]=[CH:9][C:8]2[C:4](=[CH:5][NH:6][N:7]=2)[C:3]=1[C:11]([O:13][CH3:14])=[O:12].F[B-](F)(F)F.[CH3:20][O+](C)C. The catalyst is C(OCC)(=O)C.O. The product is [F:1][C:2]1[CH:10]=[CH:9][C:8]2[C:4](=[CH:5][N:6]([CH3:20])[N:7]=2)[C:3]=1[C:11]([O:13][CH3:14])=[O:12]. The yield is 0.850.